Dataset: Peptide-MHC class I binding affinity with 185,985 pairs from IEDB/IMGT. Task: Regression. Given a peptide amino acid sequence and an MHC pseudo amino acid sequence, predict their binding affinity value. This is MHC class I binding data. The peptide sequence is VLYGPDTPI. The MHC is HLA-A02:01 with pseudo-sequence HLA-A02:01. The binding affinity (normalized) is 0.510.